From a dataset of Forward reaction prediction with 1.9M reactions from USPTO patents (1976-2016). Predict the product of the given reaction. (1) Given the reactants [N-]=[N+:2]=[N-:3].[Na+].CCCC(C)C.FC(F)(F)S(OS(C(F)(F)F)(=O)=O)(=O)=O.ClC1C=CC(C([CH:33]2[CH2:37][CH:36]([C:38]3[CH:43]=[CH:42][CH:41]=[C:40]([F:44])[CH:39]=3)[N:35]([C:45]3[CH:50]=[CH:49][C:48]([O:51][C:52]([F:55])([F:54])[F:53])=[CH:47][CH:46]=3)[C:34]2=[O:56])=O)=CC=1, predict the reaction product. The product is: [N+:2](=[C:33]1[CH2:37][C@H:36]([C:38]2[CH:43]=[CH:42][CH:41]=[C:40]([F:44])[CH:39]=2)[N:35]([C:45]2[CH:46]=[CH:47][C:48]([O:51][C:52]([F:55])([F:53])[F:54])=[CH:49][CH:50]=2)[C:34]1=[O:56])=[N-:3]. (2) Given the reactants N[C@H:2]([CH3:9])[CH2:3][CH2:4]NC(C)C.[F:10][C:11]1[CH:16]=[CH:15][C:14]([CH2:17][NH:18][C:19]([C:21]2[C:22](=[O:41])[C:23]([OH:40])=[C:24]3[C:37](=[O:38])[N:28]4[C@H:29]([CH3:36])[CH2:30][CH2:31][N:32]([CH:33]([CH3:35])[CH3:34])[C@H:27]4[CH2:26][N:25]3[CH:39]=2)=[O:20])=[CH:13][CH:12]=1.[C:42]([OH:45])(=O)[CH3:43].Cl[CH2:47]Cl, predict the reaction product. The product is: [F:10][C:11]1[CH:16]=[CH:15][C:14]([CH2:17][NH:18][C:19]([C:21]2[C:22](=[O:41])[C:23]([OH:40])=[C:24]3[C:37](=[O:38])[N:28]4[C@H:29]([CH3:36])[CH2:30][CH2:31][N:32]([CH:33]([CH3:35])[CH3:34])[C@H:27]4[CH2:26][N:25]3[CH:39]=2)=[O:20])=[CH:13][CH:12]=1.[F:10][C:11]1[CH:16]=[CH:15][C:14]([CH2:17][NH:18][C:19]([C:21]2[C:22](=[O:41])[C:23]([O:45][CH2:42][C:43]3[CH:9]=[CH:2][CH:3]=[CH:4][CH:47]=3)=[C:24]3[C:37](=[O:38])[N:28]4[C@H:29]([CH3:36])[CH2:30][CH2:31][N:32]([CH:33]([CH3:34])[CH3:35])[C@H:27]4[CH2:26][N:25]3[CH:39]=2)=[O:20])=[CH:13][CH:12]=1. (3) Given the reactants [NH2:1][CH2:2][C:3]1[C:8]([CH2:9][CH3:10])=[N:7][C:6]2[N:11]([CH2:14][CH3:15])[N:12]=[CH:13][C:5]=2[C:4]=1[NH:16][CH:17]1[CH2:22][CH2:21][O:20][CH2:19][CH2:18]1.[O:23]1[CH2:28][CH2:27][CH:26]([NH:29][C:30](=O)[O:31]C2C=CC([N+]([O-])=O)=CC=2)[CH2:25][CH2:24]1, predict the reaction product. The product is: [CH2:14]([N:11]1[C:6]2=[N:7][C:8]([CH2:9][CH3:10])=[C:3]([CH2:2][NH:1][C:30]([NH:29][CH:26]3[CH2:27][CH2:28][O:23][CH2:24][CH2:25]3)=[O:31])[C:4]([NH:16][CH:17]3[CH2:18][CH2:19][O:20][CH2:21][CH2:22]3)=[C:5]2[CH:13]=[N:12]1)[CH3:15]. (4) Given the reactants FC(F)(F)C(O)=O.CC([N:12]([C@H:16]([CH3:35])[C:17]([NH:19][C:20]1[CH:21]=[N:22][C:23]([O:26][C:27]2[CH:32]=[CH:31][CH:30]=[CH:29][C:28]=2[CH2:33][CH3:34])=[CH:24][CH:25]=1)=[O:18])C(=O)[O-])(C)C, predict the reaction product. The product is: [CH2:33]([C:28]1[CH:29]=[CH:30][CH:31]=[CH:32][C:27]=1[O:26][C:23]1[N:22]=[CH:21][C:20]([NH:19][C:17](=[O:18])[C@@H:16]([CH3:35])[NH2:12])=[CH:25][CH:24]=1)[CH3:34]. (5) Given the reactants [F:1][C:2]([F:14])([F:13])[O:3][C:4]1[CH:9]=[CH:8][C:7](B(O)O)=[CH:6][CH:5]=1.[N:15]12[CH2:22][CH2:21][CH:18]([CH2:19][CH2:20]1)[C@@H:17]([NH:23][C:24]([C:26]1[O:27][C:28]3[C:34](Br)=[CH:33][C:32]([F:36])=[CH:31][C:29]=3[CH:30]=1)=[O:25])[CH2:16]2.[OH-].[Na+], predict the reaction product. The product is: [N:15]12[CH2:20][CH2:19][CH:18]([CH2:21][CH2:22]1)[C@@H:17]([NH:23][C:24]([C:26]1[O:27][C:28]3[C:34]([C:7]4[CH:8]=[CH:9][C:4]([O:3][C:2]([F:14])([F:13])[F:1])=[CH:5][CH:6]=4)=[CH:33][C:32]([F:36])=[CH:31][C:29]=3[CH:30]=1)=[O:25])[CH2:16]2. (6) Given the reactants [NH2:1][C@@H:2]([CH2:26][C:27]1[CH:32]=[CH:31][CH:30]=[CH:29][CH:28]=1)[C@H:3]([OH:25])[CH2:4][CH:5]([O:19][CH:20]1[CH2:24][CH2:23][CH2:22][CH2:21]1)[S:6]([C:9]1[CH:10]=[C:11]2[C:16](=[CH:17][CH:18]=1)[N:15]=[CH:14][CH:13]=[N:12]2)(=[O:8])=[O:7].[C:33](=O)([O:42][C@H:43]1[CH2:47][CH2:46][O:45][CH2:44]1)[O:34]N1C(=O)CCC1=O.C(N(CC)C(C)C)(C)C, predict the reaction product. The product is: [CH2:26]([C@H:2]([NH:1][C:33](=[O:34])[O:42][C@H:43]1[CH2:47][CH2:46][O:45][CH2:44]1)[C@H:3]([OH:25])[CH2:4][CH:5]([O:19][CH:20]1[CH2:21][CH2:22][CH2:23][CH2:24]1)[S:6]([C:9]1[CH:10]=[C:11]2[C:16](=[CH:17][CH:18]=1)[N:15]=[CH:14][CH:13]=[N:12]2)(=[O:7])=[O:8])[C:27]1[CH:28]=[CH:29][CH:30]=[CH:31][CH:32]=1. (7) Given the reactants [F:1][C:2]1[C:3]([CH3:18])=[C:4]([NH:8][C:9]2[CH:14]=[CH:13][CH:12]=[CH:11][C:10]=2[N+:15]([O-])=O)[CH:5]=[CH:6][CH:7]=1, predict the reaction product. The product is: [F:1][C:2]1[C:3]([CH3:18])=[C:4]([NH:8][C:9]2[C:10]([NH2:15])=[CH:11][CH:12]=[CH:13][CH:14]=2)[CH:5]=[CH:6][CH:7]=1.